This data is from Full USPTO retrosynthesis dataset with 1.9M reactions from patents (1976-2016). The task is: Predict the reactants needed to synthesize the given product. Given the product [CH:3]1([CH:8]([C:29]2[CH:34]=[CH:33][C:32]([CH:35]=[CH2:37])=[CH:31][CH:30]=2)[C:9]([NH:11][C:12]2[CH:13]=[C:14]([CH:26]=[CH:27][CH:28]=2)[CH2:15][C:16]2([C:19]([O:21][C:22]([CH3:25])([CH3:23])[CH3:24])=[O:20])[CH2:18][CH2:17]2)=[O:10])[CH2:7][CH2:6][CH2:5][CH2:4]1, predict the reactants needed to synthesize it. The reactants are: [H-].[Na+].[CH:3]1([CH:8]([C:29]2[CH:34]=[CH:33][C:32]([CH:35]=O)=[CH:31][CH:30]=2)[C:9]([NH:11][C:12]2[CH:13]=[C:14]([CH:26]=[CH:27][CH:28]=2)[CH2:15][C:16]2([C:19]([O:21][C:22]([CH3:25])([CH3:24])[CH3:23])=[O:20])[CH2:18][CH2:17]2)=[O:10])[CH2:7][CH2:6][CH2:5][CH2:4]1.[CH2:37]1COCC1.